From a dataset of Reaction yield outcomes from USPTO patents with 853,638 reactions. Predict the reaction yield, written as a fraction of the theoretical maximum amount of product (1.0 means a 100% yield; for example, 0.34 means a 34% yield). (1) The yield is 0.780. The reactants are [CH3:1][C:2]1[C:6]([C:7]([O:9][CH3:10])=[O:8])=[CH:5][NH:4][N:3]=1.Cl[C:12]1[C:17]([Cl:18])=[CH:16][C:15]([C:19]([F:22])([F:21])[F:20])=[CH:14][N:13]=1. No catalyst specified. The product is [Cl:18][C:17]1[C:12]([N:4]2[CH:5]=[C:6]([C:7]([O:9][CH3:10])=[O:8])[C:2]([CH3:1])=[N:3]2)=[N:13][CH:14]=[C:15]([C:19]([F:21])([F:20])[F:22])[CH:16]=1. (2) The reactants are [C:1]([CH:7]1[CH2:12][CH2:11][CH2:10][CH2:9][C:8]1=O)(=O)[CH2:2][CH2:3][CH2:4][CH3:5].[NH:14]([CH2:16][C:17]1[CH:26]=[CH:25][C:20]([C:21]([O:23][CH3:24])=[O:22])=[CH:19][CH:18]=1)[NH2:15].C1(C)C=CC(S(O)(=O)=O)=CC=1. The catalyst is C1(C)C=CC=CC=1. The product is [CH2:2]([C:1]1[C:7]2[CH2:12][CH2:11][CH2:10][CH2:9][C:8]=2[N:14]([CH2:16][C:17]2[CH:26]=[CH:25][C:20]([C:21]([O:23][CH3:24])=[O:22])=[CH:19][CH:18]=2)[N:15]=1)[CH2:3][CH2:4][CH3:5]. The yield is 0.150.